Task: Predict the reaction yield, written as a fraction of the theoretical maximum amount of product (1.0 means a 100% yield; for example, 0.34 means a 34% yield).. Dataset: Reaction yield outcomes from USPTO patents with 853,638 reactions (1) The reactants are N[C:2]1[CH:7]=[CH:6][C:5]([Br:8])=[CH:4][C:3]=1[C:9]([F:12])([F:11])[F:10].[C:13](Cl)(=[O:15])[CH3:14].[N:17]1C=CC=CC=1. The catalyst is C1(C)C=CC=CC=1.C(OC(=O)C)C. The product is [Br:8][C:5]1[CH:6]=[CH:7][C:2]([CH2:14][C:13]([NH2:17])=[O:15])=[C:3]([C:9]([F:12])([F:11])[F:10])[CH:4]=1. The yield is 0.930. (2) The reactants are N12CCCN=C1CCCCC2.[Br:12][C:13]1[N:18]=[CH:17][C:16]([CH:19]=O)=[CH:15][CH:14]=1.[C:21]([O:25][C:26]([NH:28][CH:29](P(OC)(OC)=O)[C:30]([O:32][CH3:33])=[O:31])=[O:27])([CH3:24])([CH3:23])[CH3:22]. The catalyst is C(Cl)Cl. The product is [Br:12][C:13]1[N:18]=[CH:17][C:16]([CH:19]=[C:29]([NH:28][C:26]([O:25][C:21]([CH3:24])([CH3:23])[CH3:22])=[O:27])[C:30]([O:32][CH3:33])=[O:31])=[CH:15][CH:14]=1. The yield is 0.930.